From a dataset of Reaction yield outcomes from USPTO patents with 853,638 reactions. Predict the reaction yield, written as a fraction of the theoretical maximum amount of product (1.0 means a 100% yield; for example, 0.34 means a 34% yield). The reactants are C(OC([N:8]1[CH2:13][CH2:12][CH:11]([S:14]([C:17]2[CH:22]=[CH:21][C:20]([F:23])=[CH:19][CH:18]=2)(=[O:16])=[O:15])[CH2:10][CH2:9]1)=O)(C)(C)C.[ClH:24]. The catalyst is CO.C(OCC)(=O)C. The product is [ClH:24].[F:23][C:20]1[CH:19]=[CH:18][C:17]([S:14]([CH:11]2[CH2:12][CH2:13][NH:8][CH2:9][CH2:10]2)(=[O:15])=[O:16])=[CH:22][CH:21]=1. The yield is 0.970.